This data is from Catalyst prediction with 721,799 reactions and 888 catalyst types from USPTO. The task is: Predict which catalyst facilitates the given reaction. (1) Reactant: Br[C:2]1[C:7]([F:8])=[CH:6][CH:5]=[CH:4][N:3]=1.[Li]CCCC.[C:14]([O:18][C:19]([N:21]1[CH2:26][CH2:25][C:24](=[O:27])[CH2:23][CH2:22]1)=[O:20])([CH3:17])([CH3:16])[CH3:15]. Product: [C:14]([O:18][C:19]([N:21]1[CH2:26][CH2:25][C:24]([OH:27])([C:2]2[C:7]([F:8])=[CH:6][CH:5]=[CH:4][N:3]=2)[CH2:23][CH2:22]1)=[O:20])([CH3:17])([CH3:15])[CH3:16]. The catalyst class is: 1. (2) Reactant: N#N.C[O:4][C:5]([C:7]1[O:8][C:9]([CH2:12][N:13]2[N:17]=[C:16]([N+:18]([O-:20])=[O:19])[CH:15]=[N:14]2)=[CH:10][CH:11]=1)=O.CC(C[AlH]CC(C)C)C.[C@H](O)(C([O-])=O)[C@@H](O)C([O-])=O.[Na+].[K+]. Product: [N+:18]([C:16]1[CH:15]=[N:14][N:13]([CH2:12][C:9]2[O:8][C:7]([CH2:5][OH:4])=[CH:11][CH:10]=2)[N:17]=1)([O-:20])=[O:19]. The catalyst class is: 182. (3) Product: [NH2:8][C:9]1[CH:14]=[CH:13][C:12]([C:15]([CH3:18])([CH3:17])[CH3:16])=[C:11]([NH:19][C:20]([C:22]2[C:31](=[O:32])[C:30]3[C:25](=[CH:26][CH:27]=[CH:28][CH:29]=3)[NH:24][CH:23]=2)=[O:21])[CH:10]=1. The catalyst class is: 2. Reactant: C(OC([NH:8][C:9]1[CH:14]=[CH:13][C:12]([C:15]([CH3:18])([CH3:17])[CH3:16])=[C:11]([NH:19][C:20]([C:22]2[C:31](=[O:32])[C:30]3[C:25](=[CH:26][CH:27]=[CH:28][CH:29]=3)[NH:24][CH:23]=2)=[O:21])[CH:10]=1)=O)(C)(C)C.C(O)(C(F)(F)F)=O. (4) Reactant: [CH2:1]([O:8][C:9]([NH:11][CH2:12][CH2:13][CH2:14][C@H:15]([NH:19][C:20]([O:22][C:23]([CH3:26])([CH3:25])[CH3:24])=[O:21])[C:16](O)=[O:17])=[O:10])[C:2]1[CH:7]=[CH:6][CH:5]=[CH:4][CH:3]=1.C[N:28]1CCOCC1.ClC(OCC(C)C)=O.[OH-].[NH4+]. Product: [CH2:1]([O:8][C:9](=[O:10])[NH:11][CH2:12][CH2:13][CH2:14][C@H:15]([NH:19][C:20]([O:22][C:23]([CH3:26])([CH3:25])[CH3:24])=[O:21])[C:16](=[O:17])[NH2:28])[C:2]1[CH:7]=[CH:6][CH:5]=[CH:4][CH:3]=1. The catalyst class is: 1. (5) Reactant: C([O:3][C:4]([C:6]1[N:7]=[C:8]([CH2:11][CH2:12][C:13]2[N:14]=[N:15][C:16]([O:19][CH2:20][C:21]3[CH:26]=[CH:25][CH:24]=[CH:23][CH:22]=3)=[CH:17][CH:18]=2)[S:9][CH:10]=1)=O)C.[H-].[Al+3].[Li+].[H-].[H-].[H-].O. Product: [CH2:20]([O:19][C:16]1[N:15]=[N:14][C:13]([CH2:12][CH2:11][C:8]2[S:9][CH:10]=[C:6]([CH2:4][OH:3])[N:7]=2)=[CH:18][CH:17]=1)[C:21]1[CH:22]=[CH:23][CH:24]=[CH:25][CH:26]=1. The catalyst class is: 1. (6) Reactant: C[O:2][C:3](=[O:24])[CH:4]([N:13]1[C:17]([CH3:18])=[C:16]([Cl:19])[C:15]([C:20]([F:23])([F:22])[F:21])=[N:14]1)[C:5]1[CH:10]=[CH:9][CH:8]=[C:7]([O:11][CH3:12])[CH:6]=1.[Li+].[OH-]. Product: [Cl:19][C:16]1[C:15]([C:20]([F:22])([F:21])[F:23])=[N:14][N:13]([CH:4]([C:5]2[CH:10]=[CH:9][CH:8]=[C:7]([O:11][CH3:12])[CH:6]=2)[C:3]([OH:24])=[O:2])[C:17]=1[CH3:18]. The catalyst class is: 20. (7) Reactant: [CH2:1]([C:3]([C:21]1[CH:26]=[CH:25][C:24]([OH:27])=[C:23]([CH3:28])[CH:22]=1)([C:6]1[CH:11]=[CH:10][C:9](/[CH:12]=[CH:13]/[C:14]([CH2:18][CH3:19])([OH:17])[CH2:15][CH3:16])=[C:8]([CH3:20])[CH:7]=1)[CH2:4][CH3:5])[CH3:2].C([O-])([O-])=O.[K+].[K+].C[O:36][C:37](=[O:46])[C:38]1[CH:43]=[CH:42][CH:41]=[C:40]([CH2:44]Br)[CH:39]=1.C(OCC)(=O)C. Product: [CH2:1]([C:3]([C:21]1[CH:26]=[CH:25][C:24]([O:27][CH2:44][C:40]2[CH:39]=[C:38]([CH:43]=[CH:42][CH:41]=2)[C:37]([OH:46])=[O:36])=[C:23]([CH3:28])[CH:22]=1)([C:6]1[CH:11]=[CH:10][C:9](/[CH:12]=[CH:13]/[C:14]([CH2:15][CH3:16])([OH:17])[CH2:18][CH3:19])=[C:8]([CH3:20])[CH:7]=1)[CH2:4][CH3:5])[CH3:2]. The catalyst class is: 3. (8) Reactant: [CH3:1][N:2]1[CH2:7][CH2:6][N:5]([CH:8]2[C:17]3[CH:16]=[C:15]([OH:18])[CH:14]=[CH:13][C:12]=3[CH2:11][CH2:10][CH2:9]2)[CH2:4][CH2:3]1.C1CCC(N=C=NC2CCCCC2)CC1.[N:34]1([C:40]2[CH:48]=[CH:47][C:43]([C:44](O)=[O:45])=[CH:42][N:41]=2)[CH2:39][CH2:38][O:37][CH2:36][CH2:35]1. Product: [CH3:1][N:2]1[CH2:7][CH2:6][N:5]([CH:8]2[C:17]3[CH:16]=[C:15]([O:18][C:44](=[O:45])[C:43]4[CH:47]=[CH:48][C:40]([N:34]5[CH2:35][CH2:36][O:37][CH2:38][CH2:39]5)=[N:41][CH:42]=4)[CH:14]=[CH:13][C:12]=3[CH2:11][CH2:10][CH2:9]2)[CH2:4][CH2:3]1. The catalyst class is: 79. (9) Reactant: C(OCC)C.[CH3:6][C:7]1([CH3:14])[O:12][CH2:11][C:10](=[O:13])[CH2:9][O:8]1.[H-].[Al+3].[Li+].[H-].[H-].[H-].[OH-].[Na+]. Product: [CH3:6][C:7]1([CH3:14])[O:12][CH2:11][CH:10]([OH:13])[CH2:9][O:8]1. The catalyst class is: 6.